This data is from Reaction yield outcomes from USPTO patents with 853,638 reactions. The task is: Predict the reaction yield, written as a fraction of the theoretical maximum amount of product (1.0 means a 100% yield; for example, 0.34 means a 34% yield). The product is [C:1]([Si:5]([O:6][CH2:7][C:8]1[CH:13]=[CH:12][C:11]([C:14]#[CH:15])=[CH:10][CH:9]=1)([CH3:21])[CH3:20])([CH3:4])([CH3:3])[CH3:2]. The yield is 0.990. The reactants are [C:1]([Si:5]([CH3:21])([CH3:20])[O:6][CH2:7][C:8]1[CH:13]=[CH:12][C:11]([C:14]#[C:15][Si](C)(C)C)=[CH:10][CH:9]=1)([CH3:4])([CH3:3])[CH3:2].[OH-].[K+].CO.C(O)(=O)C. The catalyst is CO.